Dataset: Catalyst prediction with 721,799 reactions and 888 catalyst types from USPTO. Task: Predict which catalyst facilitates the given reaction. (1) Reactant: Br[C:2]1[CH:11]=[C:10]2[C:5]([CH2:6][CH2:7][N:8]([C:12]3[CH:17]=[C:16]([N:18]4[CH2:23][CH2:22][N:21]([CH3:24])[CH2:20][CH2:19]4)[N:15]=[C:14]([NH2:25])[N:13]=3)[CH2:9]2)=[CH:4][CH:3]=1.CC1(C)C(C)(C)OB([C:34]2[CH:35]=[CH:36][C:37]([NH:40][C:41](=[O:43])[CH3:42])=[N:38][CH:39]=2)O1.P([O-])([O-])([O-])=O.[K+].[K+].[K+]. Product: [NH2:25][C:14]1[N:13]=[C:12]([N:8]2[CH2:7][CH2:6][C:5]3[C:10](=[CH:11][C:2]([C:34]4[CH:35]=[CH:36][C:37]([NH:40][C:41](=[O:43])[CH3:42])=[N:38][CH:39]=4)=[CH:3][CH:4]=3)[CH2:9]2)[CH:17]=[C:16]([N:18]2[CH2:23][CH2:22][N:21]([CH3:24])[CH2:20][CH2:19]2)[N:15]=1. The catalyst class is: 70. (2) Reactant: [CH2:1]([O:3][C:4](=[O:38])[C:5]([CH3:37])([O:7][C:8]1[CH:13]=[CH:12][C:11]([O:14][CH2:15][CH2:16][C:17]2[N:18]=[C:19]([C:23]3[CH:28]=[CH:27][CH:26]=[C:25]([C:29]#[C:30]C4C=CC=CC=4)[CH:24]=3)[O:20][C:21]=2[CH3:22])=[CH:10][CH:9]=1)[CH3:6])[CH3:2]. Product: [CH2:1]([O:3][C:4](=[O:38])[C:5]([O:7][C:8]1[CH:9]=[CH:10][C:11]([O:14][CH2:15][CH2:16][C:17]2[N:18]=[C:19]([C:23]3[CH:28]=[CH:27][CH:26]=[C:25]([C:29]#[CH:30])[CH:24]=3)[O:20][C:21]=2[CH3:22])=[CH:12][CH:13]=1)([CH3:6])[CH3:37])[CH3:2]. The catalyst class is: 25. (3) Reactant: [NH:1]1[CH2:6][CH2:5][O:4][CH2:3][CH2:2]1.Cl[CH2:8][CH2:9][O:10][C:11]1[CH:20]=[C:19]2[C:14]([C:15]([OH:21])=[N:16][CH:17]=[N:18]2)=[CH:13][C:12]=1[O:22][CH3:23]. Product: [OH:21][C:15]1[C:14]2[C:19](=[CH:20][C:11]([O:10][CH2:9][CH2:8][N:1]3[CH2:6][CH2:5][O:4][CH2:3][CH2:2]3)=[C:12]([O:22][CH3:23])[CH:13]=2)[N:18]=[CH:17][N:16]=1. The catalyst class is: 2. (4) Reactant: [F:1][C:2]([F:28])([C:7]1[CH:11]=[C:10]([NH:12][C:13](=[O:21])OC2C=CC=CC=2)[N:9]([C:22]2[CH:27]=[CH:26][CH:25]=[CH:24][CH:23]=2)[N:8]=1)[C:3]([F:6])([F:5])[F:4].[CH3:29][O:30][C:31]1[CH:32]=[C:33]2[C:38](=[CH:39][C:40]=1[O:41][CH3:42])[N:37]=[CH:36][N:35]=[C:34]2[O:43][C:44]1[CH:45]=[C:46]([CH:48]=[CH:49][CH:50]=1)[NH2:47].C(N(C(C)C)CC)C. Product: [CH3:29][O:30][C:31]1[CH:32]=[C:33]2[C:38](=[CH:39][C:40]=1[O:41][CH3:42])[N:37]=[CH:36][N:35]=[C:34]2[O:43][C:44]1[CH:45]=[C:46]([NH:47][C:13]([NH:12][C:10]2[N:9]([C:22]3[CH:23]=[CH:24][CH:25]=[CH:26][CH:27]=3)[N:8]=[C:7]([C:2]([F:1])([F:28])[C:3]([F:4])([F:6])[F:5])[CH:11]=2)=[O:21])[CH:48]=[CH:49][CH:50]=1. The catalyst class is: 1. (5) Reactant: [C:1]([O:5][C:6]([NH:8][C@H:9]([C:18]([OH:20])=O)[CH2:10][C:11]1[CH:16]=[CH:15][C:14]([OH:17])=[CH:13][CH:12]=1)=[O:7])([CH3:4])([CH3:3])[CH3:2].Cl.CN.O.O[N:26]1[C:30]2C=CC=CC=2N=N1.C1C=CC2N(O)N=NC=2C=1.CN1CCOCC1.Cl.C(N=C=NCCCN(C)C)C. Product: [CH3:30][NH:26][C:18](=[O:20])[C@H:9]([CH2:10][C:11]1[CH:16]=[CH:15][C:14]([OH:17])=[CH:13][CH:12]=1)[NH:8][C:6]([O:5][C:1]([CH3:4])([CH3:3])[CH3:2])=[O:7]. The catalyst class is: 18. (6) Reactant: [CH2:1]([NH:3][C:4]([C:6]1[C:10](I)=[C:9]([C:12]2[CH:17]=[C:16]([CH:18]([CH3:20])[CH3:19])[C:15]([O:21][CH2:22][C:23]3[CH:28]=[CH:27][CH:26]=[CH:25][CH:24]=3)=[CH:14][C:13]=2[O:29][CH2:30][C:31]2[CH:36]=[CH:35][CH:34]=[CH:33][CH:32]=2)[O:8][N:7]=1)=[O:5])[CH3:2].[NH:37]1[CH2:42][CH2:41][O:40][CH2:39][CH2:38]1.C([BH3-])#N.[Na+].[C:47](O)(=O)[CH3:48]. Product: [CH2:1]([NH:3][C:4]([C:6]1[C:10]([C:9]2[CH:12]=[CH:13][C:47]([CH2:48][N:37]3[CH2:42][CH2:41][O:40][CH2:39][CH2:38]3)=[CH:6][CH:10]=2)=[C:9]([C:12]2[CH:17]=[C:16]([CH:18]([CH3:20])[CH3:19])[C:15]([O:21][CH2:22][C:23]3[CH:28]=[CH:27][CH:26]=[CH:25][CH:24]=3)=[CH:14][C:13]=2[O:29][CH2:30][C:31]2[CH:36]=[CH:35][CH:34]=[CH:33][CH:32]=2)[O:8][N:7]=1)=[O:5])[CH3:2]. The catalyst class is: 100.